Dataset: Catalyst prediction with 721,799 reactions and 888 catalyst types from USPTO. Task: Predict which catalyst facilitates the given reaction. (1) Reactant: C(OC([NH:8][C@@H:9]([CH2:18][CH2:19][N:20]1[CH2:24][CH2:23][CH:22]([NH:25][C:26](=[O:55])[C:27]2[CH:32]=[CH:31][C:30]([NH:33][C:34]3[N:43]=[CH:42][C:41]4[N:40]([CH3:44])[C:39](=[O:45])[C@@H:38]([CH2:46][CH3:47])[N:37]([CH:48]5[CH2:52][CH2:51][CH2:50][CH2:49]5)[C:36]=4[N:35]=3)=[C:29]([O:53][CH3:54])[CH:28]=2)[CH2:21]1)[C:10]([O:12][CH:13]1[CH2:17][CH2:16][CH2:15][CH2:14]1)=[O:11])=O)(C)(C)C. Product: [NH2:8][C@@H:9]([CH2:18][CH2:19][N:20]1[CH2:24][CH2:23][CH:22]([NH:25][C:26](=[O:55])[C:27]2[CH:32]=[CH:31][C:30]([NH:33][C:34]3[N:43]=[CH:42][C:41]4[N:40]([CH3:44])[C:39](=[O:45])[C@@H:38]([CH2:46][CH3:47])[N:37]([CH:48]5[CH2:52][CH2:51][CH2:50][CH2:49]5)[C:36]=4[N:35]=3)=[C:29]([O:53][CH3:54])[CH:28]=2)[CH2:21]1)[C:10]([O:12][CH:13]1[CH2:17][CH2:16][CH2:15][CH2:14]1)=[O:11]. The catalyst class is: 89. (2) Reactant: Br[C:2]1[C:3]([NH2:8])=[N:4][CH:5]=[CH:6][CH:7]=1.[C:9]1(B2OC(C)(C)C(C)(C)O2)[CH2:14][CH2:13][CH2:12][CH2:11][CH:10]=1.C(=O)([O-])[O-].[Cs+].[Cs+].O1CCOCC1. Product: [C:9]1([C:2]2[C:3]([NH2:8])=[N:4][CH:5]=[CH:6][CH:7]=2)[CH2:14][CH2:13][CH2:12][CH2:11][CH:10]=1. The catalyst class is: 103. (3) Reactant: [Cl:1][C:2]1[CH:3]=[C:4]2[C:12](=[C:13]([N+:16]([O-])=O)[C:14]=1[F:15])[NH:11][C:10]1[CH:9]=[N:8][CH:7]=[CH:6][C:5]2=1. Product: [Cl:1][C:2]1[CH:3]=[C:4]2[C:12](=[C:13]([NH2:16])[C:14]=1[F:15])[NH:11][C:10]1[CH:9]=[N:8][CH:7]=[CH:6][C:5]2=1. The catalyst class is: 19. (4) Reactant: Br[C:2]1[CH:7]=[CH:6][C:5]([C@@H:8]([N:10]2[CH2:15][CH2:14][C@:13]([CH2:22][C:23]([OH:26])([CH3:25])[CH3:24])([C:16]3[CH:21]=[CH:20][CH:19]=[CH:18][CH:17]=3)[O:12][C:11]2=[O:27])[CH3:9])=[CH:4][CH:3]=1.C([O:32][C:33]1[CH:38]=[N:37][C:36](B2OC(C)(C)C(C)(C)O2)=[CH:35][N:34]=1)(C)(C)C.C([O-])([O-])=O.[Cs+].[Cs+].O. Product: [OH:26][C:23]([CH3:25])([CH3:24])[CH2:22][C@@:13]1([C:16]2[CH:21]=[CH:20][CH:19]=[CH:18][CH:17]=2)[O:12][C:11](=[O:27])[N:10]([C@H:8]([C:5]2[CH:6]=[CH:7][C:2]([C:36]3[N:37]=[CH:38][C:33](=[O:32])[NH:34][CH:35]=3)=[CH:3][CH:4]=2)[CH3:9])[CH2:15][CH2:14]1. The catalyst class is: 294. (5) Reactant: [NH2:1][C:2]1[C:21]([Br:22])=[CH:20][C:5]2[C:6]([C:16]([NH:18][CH3:19])=[O:17])=[C:7]([C:9]3[CH:10]=[N:11][C:12](F)=[CH:13][CH:14]=3)[O:8][C:4]=2[CH:3]=1.[F:23][C:24]1[CH:29]=[CH:28][C:27]([OH:30])=[CH:26][CH:25]=1.C([O-])([O-])=O.[K+].[K+]. Product: [NH2:1][C:2]1[C:21]([Br:22])=[CH:20][C:5]2[C:6]([C:16]([NH:18][CH3:19])=[O:17])=[C:7]([C:9]3[CH:10]=[N:11][C:12]([O:30][C:27]4[CH:28]=[CH:29][C:24]([F:23])=[CH:25][CH:26]=4)=[CH:13][CH:14]=3)[O:8][C:4]=2[CH:3]=1. The catalyst class is: 198.